Dataset: TCR-epitope binding with 47,182 pairs between 192 epitopes and 23,139 TCRs. Task: Binary Classification. Given a T-cell receptor sequence (or CDR3 region) and an epitope sequence, predict whether binding occurs between them. (1) The epitope is KLGGALQAK. The TCR CDR3 sequence is CASSFRGGGMDEQYF. Result: 1 (the TCR binds to the epitope). (2) The epitope is PKYVKQNTLKLAT. The TCR CDR3 sequence is CATSDESYGYTF. Result: 1 (the TCR binds to the epitope).